This data is from Catalyst prediction with 721,799 reactions and 888 catalyst types from USPTO. The task is: Predict which catalyst facilitates the given reaction. (1) Reactant: [NH2:1][C:2]1[CH:7]=[CH:6][N:5]=[CH:4][C:3]=1[O:8]C.[Cl:10][C:11]1[CH:12]=[C:13]([CH2:18][S:19](Cl)(=[O:21])=[O:20])[CH:14]=[C:15]([Cl:17])[CH:16]=1.B(Br)(Br)Br.C(Cl)Cl. Product: [Cl:17][C:15]1[CH:14]=[C:13]([CH2:18][S:19]([NH:1][C:2]2[CH:7]=[CH:6][N:5]=[CH:4][C:3]=2[OH:8])(=[O:21])=[O:20])[CH:12]=[C:11]([Cl:10])[CH:16]=1. The catalyst class is: 17. (2) Reactant: [CH:1]1([S:4]([C:7]2[CH:12]=[CH:11][C:10]([N+:13]([O-])=O)=[CH:9][C:8]=2[C@H:16]2[C@H:20]([C:21]([O:23][CH2:24][CH3:25])=[O:22])[CH2:19][CH2:18][N:17]2[C:26]([O:28][C:29]([CH3:32])([CH3:31])[CH3:30])=[O:27])(=[O:6])=[O:5])[CH2:3][CH2:2]1.[H][H]. Product: [NH2:13][C:10]1[CH:11]=[CH:12][C:7]([S:4]([CH:1]2[CH2:2][CH2:3]2)(=[O:6])=[O:5])=[C:8]([C@H:16]2[C@H:20]([C:21]([O:23][CH2:24][CH3:25])=[O:22])[CH2:19][CH2:18][N:17]2[C:26]([O:28][C:29]([CH3:31])([CH3:32])[CH3:30])=[O:27])[CH:9]=1. The catalyst class is: 403. (3) Reactant: [NH:1]1[C:9]2[C:4](=[CH:5][C:6]([C:10]([OH:12])=[O:11])=[CH:7][CH:8]=2)[CH:3]=[N:2]1.O.[CH3:14]O. Product: [CH3:14][O:11][C:10]([C:6]1[CH:5]=[C:4]2[C:9](=[CH:8][CH:7]=1)[NH:1][N:2]=[CH:3]2)=[O:12]. The catalyst class is: 82. (4) Reactant: Cl[CH2:2][CH2:3][N:4]1[CH2:9][CH2:8][N:7]([C:10]2[CH:15]=[CH:14][C:13]([N+:16]([O-:18])=[O:17])=[CH:12][CH:11]=2)[CH2:6][CH2:5]1.[N-:19]=[N+:20]=[N-:21].[Na+].CCN(C(C)C)C(C)C. Product: [N:19]([CH2:2][CH2:3][N:4]1[CH2:9][CH2:8][N:7]([C:10]2[CH:15]=[CH:14][C:13]([N+:16]([O-:18])=[O:17])=[CH:12][CH:11]=2)[CH2:6][CH2:5]1)=[N+:20]=[N-:21]. The catalyst class is: 148. (5) Reactant: [F:1][C:2]1[C:3]([NH:26][C:27]2[CH:32]=[CH:31][C:30]([I:33])=[CH:29][C:28]=2[F:34])=[C:4]([NH:11][S:12]([C:15]2([CH2:18][C@@H:19]3[CH2:23][O:22]C(C)(C)[O:20]3)[CH2:17][CH2:16]2)(=[O:14])=[O:13])[C:5]([O:9][CH3:10])=[CH:6][C:7]=1[F:8]. Product: [F:1][C:2]1[C:3]([NH:26][C:27]2[CH:32]=[CH:31][C:30]([I:33])=[CH:29][C:28]=2[F:34])=[C:4]([NH:11][S:12]([C:15]2([CH2:18][C@@H:19]([OH:20])[CH2:23][OH:22])[CH2:17][CH2:16]2)(=[O:13])=[O:14])[C:5]([O:9][CH3:10])=[CH:6][C:7]=1[F:8]. The catalyst class is: 295. (6) Reactant: C([O:8][C:9]1[CH:14]=[CH:13][C:12]([C:15]2[CH:20]=[CH:19][CH:18]=[CH:17][C:16]=2[C:21]([NH:23][C:24]2[CH:29]=[CH:28][C:27]([N:30]([C:39]([O:41][C:42]([CH3:45])([CH3:44])[CH3:43])=[O:40])[CH2:31][CH2:32][C:33]3[CH:38]=[CH:37][CH:36]=[CH:35][N:34]=3)=[CH:26][CH:25]=2)=[O:22])=[CH:11][CH:10]=1)C1C=CC=CC=1.[H][H]. Product: [C:42]([O:41][C:39]([N:30]([CH2:31][CH2:32][C:33]1[CH:38]=[CH:37][CH:36]=[CH:35][N:34]=1)[C:27]1[CH:26]=[CH:25][C:24]([NH:23][C:21]([C:16]2[CH:17]=[CH:18][CH:19]=[CH:20][C:15]=2[C:12]2[CH:13]=[CH:14][C:9]([OH:8])=[CH:10][CH:11]=2)=[O:22])=[CH:29][CH:28]=1)=[O:40])([CH3:45])([CH3:43])[CH3:44]. The catalyst class is: 19. (7) Reactant: [CH:1]([C:3]1[CH:4]=[CH:5][C:6]([N:10]2[CH2:16][CH2:15][CH2:14][N:13]([C:17]([O:19][C:20]([CH3:23])([CH3:22])[CH3:21])=[O:18])[CH2:12][CH2:11]2)=[N:7][C:8]=1[OH:9])=O.N1CCCCC1.C(O)(=O)C.[C:34](OCC)(=[O:39])[CH2:35][C:36]([CH3:38])=[O:37]. Product: [C:36]([C:35]1[C:34](=[O:39])[O:9][C:8]2=[N:7][C:6]([N:10]3[CH2:16][CH2:15][CH2:14][N:13]([C:17]([O:19][C:20]([CH3:23])([CH3:22])[CH3:21])=[O:18])[CH2:12][CH2:11]3)=[CH:5][CH:4]=[C:3]2[CH:1]=1)(=[O:37])[CH3:38]. The catalyst class is: 14. (8) Reactant: F[C:2](F)(F)C(O)=O.[CH3:8][NH:9][C@H:10]([C:14]([NH:16][C@H:17]([C:21]([N:23]([C@@H:25]([C@@H:62]([CH3:65])[CH2:63][CH3:64])[C@H:26]([O:60][CH3:61])[CH2:27][C:28]([N:30]1[CH2:34][CH2:33][CH2:32][C@H:31]1[C@H:35]([O:58][CH3:59])[C@@H:36]([CH3:57])[C:37]([NH:39][C@@:40]1([C:49]([N:51]2[CH2:56][CH2:55][CH2:54][CH2:53][O:52]2)=[O:50])[CH2:42][C@@H:41]1[C:43]1[CH:48]=[CH:47][CH:46]=[CH:45][CH:44]=1)=[O:38])=[O:29])[CH3:24])=[O:22])[CH:18]([CH3:20])[CH3:19])=[O:15])[CH:11]([CH3:13])[CH3:12].C(OC(=O)[NH:75][CH2:76][CH2:77][CH2:78][CH2:79][CH2:80]C=O)C1C=CC=CC=1. Product: [NH2:75][CH2:76][CH2:77][CH2:78][CH2:79][CH2:80][CH2:8][N:9]([CH3:2])[C@H:10]([C:14]([NH:16][C@H:17]([C:21]([N:23]([C@@H:25]([C@@H:62]([CH3:65])[CH2:63][CH3:64])[C@H:26]([O:60][CH3:61])[CH2:27][C:28]([N:30]1[CH2:34][CH2:33][CH2:32][C@H:31]1[C@H:35]([O:58][CH3:59])[C@@H:36]([CH3:57])[C:37]([NH:39][C@@:40]1([C:49]([N:51]2[CH2:56][CH2:55][CH2:54][CH2:53][O:52]2)=[O:50])[CH2:42][C@@H:41]1[C:43]1[CH:48]=[CH:47][CH:46]=[CH:45][CH:44]=1)=[O:38])=[O:29])[CH3:24])=[O:22])[CH:18]([CH3:19])[CH3:20])=[O:15])[CH:11]([CH3:13])[CH3:12]. The catalyst class is: 43. (9) Reactant: [NH:1]1[C:9]2[C:4](=[CH:5][CH:6]=[CH:7][CH:8]=2)[C:3](/[CH:10]=[CH:11]/[C:12]2[CH:20]=[CH:19][C:15]([C:16]([OH:18])=O)=[CH:14][CH:13]=2)=[N:2]1.[NH:21]1[CH2:25][CH2:24][C@@H:23]([NH:26]C(=O)OC(C)(C)C)[CH2:22]1.O.ON1C2C=CC=CC=2N=N1.Cl.C(N=C=NCCCN(C)C)C.CN1CCOCC1.Cl. Product: [NH:1]1[C:9]2[C:4](=[CH:5][CH:6]=[CH:7][CH:8]=2)[C:3](/[CH:10]=[CH:11]/[C:12]2[CH:13]=[CH:14][C:15]([C:16]([N:21]3[CH2:25][CH2:24][C@@H:23]([NH2:26])[CH2:22]3)=[O:18])=[CH:19][CH:20]=2)=[N:2]1. The catalyst class is: 5.